This data is from Experimentally validated miRNA-target interactions with 360,000+ pairs, plus equal number of negative samples. The task is: Binary Classification. Given a miRNA mature sequence and a target amino acid sequence, predict their likelihood of interaction. (1) The miRNA is mmu-miR-124-3p with sequence UAAGGCACGCGGUGAAUGCC. The protein sequence of the target gene is MTEESTKENLGAPKSPTPVTMEKNPKREVVVTTGPLVSEVQLMAATGGAELSCYRCIIPFAVVVFITGIVVTAVAYSFNSHGSIISIFGLVLLSSGLFLLASSALCWKVRQRNKKVKRRESQTALVVNQRCLFA. Result: 1 (interaction). (2) The miRNA is hsa-miR-6858-3p with sequence CAGCCAGCCCCUGCUCACCCCU. The protein sequence of the target gene is MAAAAYVDHFAAECLVSMSSRAVVHGPREGPESRPEGAAVAATPTLPRVEERRDGKDSASLFVVARILADLNQQAPAPAPAERREGAAARKARTPCRLPPPAPEPTSPGAEGAAAAPPSPAWSEPEPEAGLEPEREPGPAGSGEPGLRQRVRRGRSRADLESPQRKHKCHYAGCEKVYGKSSHLKAHLRTHTGERPFACSWQDCNKKFARSDELARHYRTHTGEKKFSCPICEKRFMRSDHLTKHARRHANFHPGMLQRRGGGSRTGSLSDYSRSDASSPTISPASSP. Result: 1 (interaction). (3) The miRNA is hsa-miR-520f-3p with sequence AAGUGCUUCCUUUUAGAGGGUU. The protein sequence of the target gene is MSWLLFLAHRVALAALPCRRGSRGFGMFYAVRRGRKTGVFLTWNECRAQVDRFPAARFKKFATEDEAWAFVRKSASPEVSEGHENQHGQESEAKASKRLREPLDGDGHESAEPYAKHMKPSVEPAPPVSRDTFSYMGDFVVVYTDGCCSSNGRRRPRAGIGVYWGPGHPLNVGIRLPGRQTNQRAEIHAACKAIEQAKTQNINKLVLYTDSMFTINGITNWVQGWKKNGWKTSAGKEVINKEDFVALERLTQGMDIQWMHVPGHSGFIGNEEADRLAREGAKQSED. Result: 1 (interaction). (4) The miRNA is hsa-miR-199a-3p with sequence ACAGUAGUCUGCACAUUGGUUA. The protein sequence of the target gene is MGPWGEPELLVWRPEAVASEPSVPVGLEVKLGALVLLLLLTLICSLVPVCVLRRSGANHEASASGQKALSLVSCFAGGVFLATCLLDLLPDYLAAIDEALEALHVTLQFPLQEFILAMGFFLVLVMEQITLAYKEQTSPPHPEETRALLGTVNGGPQHWHDGPGIPQAGGTPAAPSALRACVLVFSLALHSVFEGLAVGLQRDRARAMELCLALLLHKGILAVSLSLRLLQSHLRVQVVAGCGILFSCMTPLGIGLGAALAESAGPLHQLAQSVLEGMAAGTFLYITFLEILPQELATSE.... Result: 0 (no interaction). (5) The miRNA is hsa-miR-5589-3p with sequence UGCACAUGGCAACCUAGCUCCCA. The protein sequence of the target gene is MSSKQEIMDDQRFRRVSKDPRFWEMPEKERKVKIDKRFRAMFHDKKFKLNYAVDKRGRPISHSTTEDLKRFYDLSDSDSDLSDEESKILSQKKAKQKKKQTKKEAKSIEKPIEEKKKETKKTDQKDSINKHDLNNSERVQKMKNSQKPQKIDSEISPKKDNEEFLQNKKKKRGTTDLSVEALPKGKLRTKDSSTSEMVKSSTMSSSKAKREKQSVVPVIMAKDNDGKMPDEDALEEDSDSASELGSDEESEDEIISDGKTSADEDESEEEDEEEEEDSEEEEEEEEEDESDSGPDLARGK.... Result: 0 (no interaction). (6) The miRNA is mmu-miR-1187 with sequence UAUGUGUGUGUGUAUGUGUGUAA. The protein sequence of the target gene is MFCFWRTSALAVLLIWGVFVAGSSCTDKNQTTQNNSSSPLTQVNTTVSVQIGTKALLCCFSIPLTKAVLITWIIKLRGLPSCTIAYKVDTKTNETSCLGRNITWASTPDHSPELQISAVTLQHEGTYTCETVTPEGNFEKNYDLQVLVPPEVTYFPEKNRSAVCEAMAGKPAAQISWSPDGDCVTTSESHSNGTVTVRSTCHWEQNNVSDVSCIVSHLTGNQSLSIELSRGGNQSLRPYIPYIIPSIIILIIIGCICLLKISGFRKCKLPKLEATSAIEEDEMQPYASYTEKSNPLYDTV.... Result: 1 (interaction). (7) The miRNA is dme-miR-279-3p with sequence UGACUAGAUCCACACUCAUUAA. The protein sequence of the target gene is MDAAVTDDFQQILPIEQLRSTHASNDYVERPPAPCKQALSSPSLIVQTHKSDWSLATMPTSLPRSLSQCHQLQPLPQHLSQSSIASSMSHSTTASDQRLLASITPSPSGQSIIRTQPGAGVHPKADGALKGEAEQSAGHPSEHLFICEECGRCKCVPCTAARPLPSCWLCNQRCLCSAESLLDYGTCLCCVKGLFYHCSTDDEDNCADEPCSCGPSSCFVRWAAMSLISLFLPCLCCYLPTRGCLHLCQQGYDSLRRPGCRCKRHTNTVCRKISSGSAPFPKAQEKSV. Result: 0 (no interaction).